From a dataset of Full USPTO retrosynthesis dataset with 1.9M reactions from patents (1976-2016). Predict the reactants needed to synthesize the given product. (1) The reactants are: [C:1]([O:5][C:6](=[O:23])[CH2:7][CH:8]([OH:22])[CH2:9][C@H:10]([OH:21])[CH2:11][O:12][C:13](=[O:20])[C:14]1[CH:19]=[CH:18][CH:17]=[CH:16][CH:15]=1)([CH3:4])([CH3:3])[CH3:2].O[C@H:25]1[CH2:30]C(=O)O[C@H](COC(=O)C2C=CC=CC=2)[CH2:26]1.COC(=O)C[C@H]1C[C@@H](COC(=O)C2C=CC=CC=2)OC(C)(C)O1. Given the product [C:1]([O:5][C:6](=[O:23])[CH2:7][C@H:8]1[CH2:9][C@@H:10]([CH2:11][O:12][C:13](=[O:20])[C:14]2[CH:15]=[CH:16][CH:17]=[CH:18][CH:19]=2)[O:21][C:25]([CH3:30])([CH3:26])[O:22]1)([CH3:4])([CH3:2])[CH3:3], predict the reactants needed to synthesize it. (2) Given the product [CH3:20][Si:19]([N:5]([Si:19]([CH3:22])([CH3:21])[CH3:20])[CH2:4][CH2:3][C:2]#[N:1])([CH3:22])[CH3:21], predict the reactants needed to synthesize it. The reactants are: [NH2:1][CH2:2][CH2:3][C:4]#[N:5].C(N(CC)CC)C.FC(F)(F)S(O[Si:19]([CH3:22])([CH3:21])[CH3:20])(=O)=O. (3) Given the product [CH3:1]/[CH:2]=[CH:3]/[CH:4]1[CH2:47][C@H:48]([OH:50])[C@H:6]([OH:66])[CH2:5]1, predict the reactants needed to synthesize it. The reactants are: [CH3:1][CH2:2][CH2:3][CH2:4][CH2:5][CH2:6]CN1C(C)=CS/C/1=C/C1SC=C(C)[N+]=1[CH2:1][CH2:2][CH2:3][CH2:4][CH2:5][CH2:6]C.[I-].[OH-].[Na+].C(N([CH2:47][C:48]([O-:50])=O)CC([O-])=O)CN(CC([O-])=O)CC([O-])=O.[Na+].[Na+].[Na+].[Na+].C=CC1C=CC=CC=1.C(O)(=[O:66])C=C.CC(C(C(C(S)(C)C)(C)C)(C)C)C.C=CC=C.S(OOS([O-])(=O)=O)([O-])(=O)=O.[NH4+].[NH4+].[NH4+].[OH-]. (4) Given the product [CH2:27]([N:25]1[CH:26]=[C:22]([NH:21][C:16](=[O:18])[CH2:15][C:12]2[CH:13]=[CH:14][C:9]([O:8][CH2:1][C:2]3[CH:3]=[CH:4][CH:5]=[CH:6][CH:7]=3)=[CH:10][C:11]=2[O:19][CH3:20])[C:23]([CH3:29])=[N:24]1)[CH3:28], predict the reactants needed to synthesize it. The reactants are: [CH2:1]([O:8][C:9]1[CH:14]=[CH:13][C:12]([CH2:15][C:16]([OH:18])=O)=[C:11]([O:19][CH3:20])[CH:10]=1)[C:2]1[CH:7]=[CH:6][CH:5]=[CH:4][CH:3]=1.[NH2:21][C:22]1[C:23]([CH3:29])=[N:24][N:25]([CH2:27][CH3:28])[CH:26]=1. (5) Given the product [F:25][C:26]1[CH:31]=[CH:30][C:29]([CH:32]2[CH2:41][CH2:40][C:39]3[C:34](=[CH:35][CH:36]=[C:37]([O:42][C:43]4[N:44]=[CH:45][C:46]([NH2:49])=[CH:47][CH:48]=4)[CH:38]=3)[O:33]2)=[CH:28][CH:27]=1, predict the reactants needed to synthesize it. The reactants are: NC1C=CC(OC2C=C3C(=CC=2)OC(C2C=CC=CC=2)CC3)=NC=1.[F:25][C:26]1[CH:31]=[CH:30][C:29]([CH:32]2[CH2:41][CH2:40][C:39]3[C:34](=[CH:35][CH:36]=[C:37]([O:42][C:43]4[CH:48]=[CH:47][C:46]([N+:49]([O-])=O)=[CH:45][N:44]=4)[CH:38]=3)[O:33]2)=[CH:28][CH:27]=1. (6) Given the product [C:36]([N:24]1[CH2:25][CH:18]2[N:17]([C:15](=[O:16])/[CH:14]=[CH:13]/[C:6]3[CH:5]=[C:4]([O:34][CH3:35])[C:3]([Cl:2])=[CH:8][C:7]=3[NH:9][C:10](=[O:12])[CH3:11])[CH:22]([CH2:21][N:20]([CH2:26][C:27]3[CH:28]=[CH:29][C:30]([F:33])=[CH:31][CH:32]=3)[CH2:19]2)[CH2:23]1)(=[O:38])[CH3:37], predict the reactants needed to synthesize it. The reactants are: Cl.[Cl:2][C:3]1[C:4]([O:34][CH3:35])=[CH:5][C:6](/[CH:13]=[CH:14]/[C:15]([N:17]2[CH:22]3[CH2:23][NH:24][CH2:25][CH:18]2[CH2:19][N:20]([CH2:26][C:27]2[CH:32]=[CH:31][C:30]([F:33])=[CH:29][CH:28]=2)[CH2:21]3)=[O:16])=[C:7]([NH:9][C:10](=[O:12])[CH3:11])[CH:8]=1.[C:36](Cl)(=[O:38])[CH3:37].C([O-])([O-])=O.[Na+].[Na+]. (7) Given the product [C:39]([O:43][C:44]([N:46]1[CH2:47][CH2:48][CH:49]([N:52]2[CH2:57][CH2:56][N:55]([C:58](=[O:72])[NH:59][C:60]3[CH:65]=[CH:64][C:63]([C:26]4[CH:25]=[CH:24][C:23]([C:21]5[N:22]=[C:18]([C@@H:12]6[CH2:13][C@H:14]([O:16][CH3:17])[CH2:15][N:11]6[C:9](=[O:10])[C@@H:5]([NH:4][C:3]([O:2][CH3:1])=[O:38])[CH:6]([CH3:7])[CH3:8])[NH:19][CH:20]=5)=[CH:28][CH:27]=4)=[C:62]([O:67][C:68]([F:70])([F:71])[F:69])[CH:61]=3)[CH2:54][CH2:53]2)[CH2:50][CH2:51]1)=[O:45])([CH3:42])([CH3:40])[CH3:41], predict the reactants needed to synthesize it. The reactants are: [CH3:1][O:2][C:3](=[O:38])[NH:4][C@H:5]([C:9]([N:11]1[CH2:15][C@@H:14]([O:16][CH3:17])[CH2:13][C@H:12]1[C:18]1[NH:19][CH:20]=[C:21]([C:23]2[CH:28]=[CH:27][C:26](B3OC(C)(C)C(C)(C)O3)=[CH:25][CH:24]=2)[N:22]=1)=[O:10])[CH:6]([CH3:8])[CH3:7].[C:39]([O:43][C:44]([N:46]1[CH2:51][CH2:50][CH:49]([N:52]2[CH2:57][CH2:56][N:55]([C:58](=[O:72])[NH:59][C:60]3[CH:65]=[CH:64][C:63](Br)=[C:62]([O:67][C:68]([F:71])([F:70])[F:69])[CH:61]=3)[CH2:54][CH2:53]2)[CH2:48][CH2:47]1)=[O:45])([CH3:42])([CH3:41])[CH3:40].C(=O)(O)[O-].[Na+].C1(P(C2CCCCC2)C2C=CC=CC=2C2C(C(C)C)=CC(C(C)C)=CC=2C(C)C)CCCCC1.